From a dataset of Catalyst prediction with 721,799 reactions and 888 catalyst types from USPTO. Predict which catalyst facilitates the given reaction. (1) Reactant: [Br:1][C:2]1[CH:3]=[CH:4][C:5]2[O:11][CH2:10][CH:9]([CH2:12][OH:13])[NH:8][C:7](=O)[C:6]=2[CH:15]=1.Cl. Product: [Br:1][C:2]1[CH:3]=[CH:4][C:5]2[O:11][CH2:10][CH:9]([CH2:12][OH:13])[NH:8][CH2:7][C:6]=2[CH:15]=1. The catalyst class is: 1. (2) Reactant: [CH3:1][N:2]([CH3:25])[CH2:3][CH2:4][O:5][C:6]1[CH:11]=[CH:10][C:9]([N:12]2[CH:16]=[CH:15][N:14]([C:17]3[CH:22]=[CH:21][C:20]([OH:23])=[CH:19][CH:18]=3)[C:13]2=[O:24])=[CH:8][CH:7]=1.C(=O)([O-])[O-].[Cs+].[Cs+].[CH3:32][CH:33](Br)[CH2:34][CH3:35]. Product: [CH:33]([O:23][C:20]1[CH:19]=[CH:18][C:17]([N:14]2[CH:15]=[CH:16][N:12]([C:9]3[CH:8]=[CH:7][C:6]([O:5][CH2:4][CH2:3][N:2]([CH3:25])[CH3:1])=[CH:11][CH:10]=3)[C:13]2=[O:24])=[CH:22][CH:21]=1)([CH2:34][CH3:35])[CH3:32]. The catalyst class is: 397. (3) Reactant: [H-].[Na+].[NH2:3][C:4]1[N:9]=[C:8]([N:10]([CH3:17])[C:11]2[CH:16]=[CH:15][CH:14]=[CH:13][CH:12]=2)[N:7]=[C:6]([C:18]2[N:22]=[C:21]([N:23]3[CH2:26][CH:25]([OH:27])[CH2:24]3)[O:20][N:19]=2)[N:5]=1.CS(O[CH:33]([CH3:35])[CH3:34])(=O)=O. Product: [CH:33]([O:27][CH:25]1[CH2:24][N:23]([C:21]2[O:20][N:19]=[C:18]([C:6]3[N:7]=[C:8]([N:10]([CH3:17])[C:11]4[CH:12]=[CH:13][CH:14]=[CH:15][CH:16]=4)[N:9]=[C:4]([NH2:3])[N:5]=3)[N:22]=2)[CH2:26]1)([CH3:35])[CH3:34]. The catalyst class is: 31. (4) Product: [F:1][C:2]1[CH:3]=[CH:4][C:5]([CH3:34])=[C:6]([CH2:8][CH:9]([NH:11][C:12]2[CH:17]=[CH:16][NH:15][C:14](=[O:18])[C:13]=2[C:19]2[NH:20][C:21]3=[CH:29][C:28]4[CH2:27][N:26]([CH3:31])[C:25](=[O:32])[C:24]=4[CH:23]=[C:22]3[N:33]=2)[CH3:10])[CH:7]=1. Reactant: [F:1][C:2]1[CH:3]=[CH:4][C:5]([CH3:34])=[C:6]([CH2:8][CH:9]([NH:11][C:12]2[CH:17]=[CH:16][NH:15][C:14](=[O:18])[C:13]=2[C:19]2[NH:33][C:22]3=[CH:23][C:24]4[C:25](=[O:32])[N:26]([CH3:31])[C:27](=O)[C:28]=4[CH:29]=[C:21]3[N:20]=2)[CH3:10])[CH:7]=1. The catalyst class is: 183. (5) Reactant: [CH2:1]([N:13]1[C:17]([CH3:18])=[CH:16][CH:15]=[C:14]1[C:19]1[CH:24]=[CH:23][C:22]([OH:25])=[CH:21][CH:20]=1)[CH2:2][CH2:3][CH2:4][CH2:5][CH2:6][CH2:7][CH2:8][CH2:9][CH2:10][CH2:11][CH3:12].O[C@@H:27]([CH2:33][C:34]1[CH:39]=[CH:38][CH:37]=[CH:36][CH:35]=1)[C:28]([O:30][CH2:31][CH3:32])=[O:29].C1(P(C2C=CC=CC=2)C2C=CC=CC=2)C=CC=CC=1.N(C(OCC)=O)=NC(OCC)=O. Product: [CH2:1]([N:13]1[C:17]([CH3:18])=[CH:16][CH:15]=[C:14]1[C:19]1[CH:24]=[CH:23][C:22]([O:25][C@H:27]([CH2:33][C:34]2[CH:35]=[CH:36][CH:37]=[CH:38][CH:39]=2)[C:28]([O:30][CH2:31][CH3:32])=[O:29])=[CH:21][CH:20]=1)[CH2:2][CH2:3][CH2:4][CH2:5][CH2:6][CH2:7][CH2:8][CH2:9][CH2:10][CH2:11][CH3:12]. The catalyst class is: 11. (6) Reactant: [N:1]1([C:7]2[N:12]=[C:11]([NH:13][C:14]3[CH:15]=[N:16][CH:17]=[CH:18][CH:19]=3)[CH:10]=[C:9]([C:20]3[CH:25]=[CH:24][CH:23]=[C:22]([O:26]CC4C=CC=CC=4)[CH:21]=3)[N:8]=2)[CH2:6][CH2:5][O:4][CH2:3][CH2:2]1.C(#N)C.[ClH:37]. Product: [N:1]1([C:7]2[N:8]=[C:9]([C:20]3[CH:21]=[C:22]([OH:26])[CH:23]=[CH:24][CH:25]=3)[CH:10]=[C:11]([NH:13][C:14]3[CH:15]=[N:16][CH:17]=[CH:18][CH:19]=3)[N:12]=2)[CH2:2][CH2:3][O:4][CH2:5][CH2:6]1.[ClH:37]. The catalyst class is: 8. (7) Reactant: C([O:8][C:9]1[CH:14]=[CH:13][C:12]([O:15][CH2:16][CH3:17])=[CH:11][C:10]=1[F:18])C1C=CC=CC=1. Product: [CH2:16]([O:15][C:12]1[CH:13]=[CH:14][C:9]([OH:8])=[C:10]([F:18])[CH:11]=1)[CH3:17]. The catalyst class is: 78. (8) Reactant: C(OC([NH:8][C@@H:9]1[C@@H:14]([NH:15][C:16]([O:18][C:19]([CH3:22])([CH3:21])[CH3:20])=[O:17])[CH2:13][C:12]([C:23]#[N:24])=[CH:11][C@H:10]1[O:25][CH:26]([CH2:29][CH3:30])[CH2:27][CH3:28])=O)(C)(C)C.C(O)(C(F)(F)F)=O.CCN(CC)CC.CC(OC(OC(OC(C)(C)C)=O)=O)(C)C. Product: [NH2:8][C@@H:9]1[C@@H:14]([NH:15][C:16]([O:18][C:19]([CH3:22])([CH3:21])[CH3:20])=[O:17])[CH2:13][C:12]([C:23]#[N:24])=[CH:11][C@H:10]1[O:25][CH:26]([CH2:29][CH3:30])[CH2:27][CH3:28]. The catalyst class is: 2. (9) Reactant: [F:1][C:2]1[C:7]([F:8])=[CH:6][CH:5]=[CH:4][C:3]=1[C:9]1[N:35]=[C:12]2[CH:13]=[N:14][N:15]([CH2:17][C:18]3[N:23]=[N:22][C:21]([C:24]4[CH:29]=[CH:28][C:27]([OH:30])=[CH:26][C:25]=4[C:31]([F:34])([F:33])[F:32])=[CH:20][CH:19]=3)[CH:16]=[C:11]2[N:10]=1.[F:36][CH2:37][CH2:38][CH2:39]I.C(=O)([O-])[O-].[K+].[K+]. Product: [F:1][C:2]1[C:7]([F:8])=[CH:6][CH:5]=[CH:4][C:3]=1[C:9]1[N:35]=[C:12]2[CH:13]=[N:14][N:15]([CH2:17][C:18]3[N:23]=[N:22][C:21]([C:24]4[CH:29]=[CH:28][C:27]([O:30][CH2:39][CH2:38][CH2:37][F:36])=[CH:26][C:25]=4[C:31]([F:33])([F:34])[F:32])=[CH:20][CH:19]=3)[CH:16]=[C:11]2[N:10]=1. The catalyst class is: 3.